This data is from Reaction yield outcomes from USPTO patents with 853,638 reactions. The task is: Predict the reaction yield, written as a fraction of the theoretical maximum amount of product (1.0 means a 100% yield; for example, 0.34 means a 34% yield). (1) The reactants are C(O[C:4](=[O:22])[CH2:5][C:6]1[NH:10][C:9]2[CH:11]=[C:12]([N:15]3[CH2:20][CH2:19][N:18]([CH3:21])[CH2:17][CH2:16]3)[CH:13]=[CH:14][C:8]=2[N:7]=1)C.[NH2:23][C:24]1[CH:31]=[CH:30][CH:29]=[C:28]([F:32])[C:25]=1[C:26]#[N:27].C[Si]([N-][Si](C)(C)C)(C)C.[K+].[K]. The catalyst is C1COCC1. The product is [NH2:27][C:26]1[C:25]2[C:24](=[CH:31][CH:30]=[CH:29][C:28]=2[F:32])[NH:23][C:4](=[O:22])[C:5]=1[C:6]1[NH:10][C:9]2[CH:11]=[C:12]([N:15]3[CH2:16][CH2:17][N:18]([CH3:21])[CH2:19][CH2:20]3)[CH:13]=[CH:14][C:8]=2[N:7]=1. The yield is 0.479. (2) The reactants are Br[C:2]1[C:7](=[O:8])[N:6]([CH2:9][C:10]2[CH:15]=[CH:14][C:13]([C:16]3[C:17]([C:22]#[N:23])=[CH:18][CH:19]=[CH:20][CH:21]=3)=[CH:12][C:11]=2[F:24])[C:5]([CH2:25][CH2:26][CH3:27])=[N:4][C:3]=1[CH3:28].[Si:29]([O:36][CH2:37][C:38]([CH3:50])([CH3:49])[O:39][C:40]1[CH:45]=[CH:44][C:43](B(O)O)=[CH:42][CH:41]=1)([C:32]([CH3:35])([CH3:34])[CH3:33])([CH3:31])[CH3:30].C(=O)([O-])[O-].[Cs+].[Cs+].O1CCOCC1. The catalyst is C(OCC)(=O)C.C1C=CC(P(C2C=CC=CC=2)[C-]2C=CC=C2)=CC=1.C1C=CC(P(C2C=CC=CC=2)[C-]2C=CC=C2)=CC=1.Cl[Pd]Cl.[Fe+2].ClCCl. The product is [Si:29]([O:36][CH2:37][C:38]([CH3:50])([CH3:49])[O:39][C:40]1[CH:41]=[CH:42][C:43]([C:2]2[C:7](=[O:8])[N:6]([CH2:9][C:10]3[CH:15]=[CH:14][C:13]([C:16]4[C:17]([C:22]#[N:23])=[CH:18][CH:19]=[CH:20][CH:21]=4)=[CH:12][C:11]=3[F:24])[C:5]([CH2:25][CH2:26][CH3:27])=[N:4][C:3]=2[CH3:28])=[CH:44][CH:45]=1)([C:32]([CH3:35])([CH3:34])[CH3:33])([CH3:31])[CH3:30]. The yield is 0.890. (3) The reactants are [CH2:1](O)[CH:2]=[CH2:3].C(N(CC)CC)C.[N+:12]([C:15]1[CH:16]=[C:17]([CH2:21][C:22](Cl)=[O:23])[CH:18]=[CH:19][CH:20]=1)([O-:14])=[O:13].[OH2:25]. No catalyst specified. The product is [N+:12]([C:15]1[CH:16]=[C:17]([CH2:21][C:22]([O:23][CH2:3][CH:2]=[CH2:1])=[O:25])[CH:18]=[CH:19][CH:20]=1)([O-:14])=[O:13]. The yield is 0.810. (4) The reactants are [CH3:1][O:2][C:3]([C:5]1([CH3:19])[CH2:14][CH2:13][C:12]2[C:7](=[C:8]([CH3:18])[C:9]([CH3:17])=[C:10]([OH:16])[C:11]=2[CH3:15])[O:6]1)=[O:4].[C:20]([Si:24]([CH3:28])([CH3:27])OCl)([CH3:23])([CH3:22])[CH3:21].N1C=CN=C1. The catalyst is CN(C=O)C.C(OCC)(=O)C. The product is [CH3:1][O:2][C:3]([C:5]1([CH3:19])[CH2:14][CH2:13][C:12]2[C:7](=[C:8]([CH3:18])[C:9]([CH3:17])=[C:10]([O:16][Si:24]([C:20]([CH3:23])([CH3:22])[CH3:21])([CH3:28])[CH3:27])[C:11]=2[CH3:15])[O:6]1)=[O:4]. The yield is 0.990. (5) The reactants are Cl.[Cl:2][C:3]1[CH:11]=[CH:10][C:6]([C:7]([OH:9])=O)=[CH:5][C:4]=1[O:12][C:13]1[CH:18]=[CH:17][N:16]=[C:15]([NH:19][C:20]2[S:21][CH:22]=[C:23]([CH3:25])[N:24]=2)[CH:14]=1.C(N(CC)CC)C.C(Cl)(=O)OCC.[NH2:39][CH2:40][CH2:41][CH2:42][N:43]1[CH2:48][CH2:47][O:46][CH2:45][CH2:44]1. The catalyst is CN(C=O)C. The product is [ClH:2].[Cl:2][C:3]1[CH:11]=[CH:10][C:6]([C:7]([NH:39][CH2:40][CH2:41][CH2:42][N:43]2[CH2:48][CH2:47][O:46][CH2:45][CH2:44]2)=[O:9])=[CH:5][C:4]=1[O:12][C:13]1[CH:18]=[CH:17][N:16]=[C:15]([NH:19][C:20]2[S:21][CH:22]=[C:23]([CH3:25])[N:24]=2)[CH:14]=1. The yield is 0.205.